Dataset: Full USPTO retrosynthesis dataset with 1.9M reactions from patents (1976-2016). Task: Predict the reactants needed to synthesize the given product. (1) Given the product [CH2:1]([O:8][P:9]([O:12][CH2:13][C@@H:14]([N:19]1[C:28]2[C:23](=[CH:24][C:25]([C:29]3[CH:30]=[N:31][C:32]([NH:44][C:45](=[O:49])[NH:46][CH2:47][CH3:48])=[CH:33][C:34]=3[C:35]3[S:36][CH:37]=[C:38]([C:40]([F:41])([F:43])[F:42])[N:39]=3)=[CH:26][N:27]=2)[C:22](=[O:50])[C:21]([C:51]([OH:53])=[O:52])=[CH:20]1)[CH2:15][CH:16]([CH3:17])[CH3:18])([OH:11])=[O:10])[C:2]1[CH:7]=[CH:6][CH:5]=[CH:4][CH:3]=1, predict the reactants needed to synthesize it. The reactants are: [CH2:1]([O:8][P:9]([O:12][CH2:13][C@@H:14]([N:19]1[C:28]2[C:23](=[CH:24][C:25]([C:29]3[CH:30]=[N:31][C:32]([NH:44][C:45](=[O:49])[NH:46][CH2:47][CH3:48])=[CH:33][C:34]=3[C:35]3[S:36][CH:37]=[C:38]([C:40]([F:43])([F:42])[F:41])[N:39]=3)=[CH:26][N:27]=2)[C:22](=[O:50])[C:21]([C:51]([O:53]CC)=[O:52])=[CH:20]1)[CH2:15][CH:16]([CH3:18])[CH3:17])([OH:11])=[O:10])[C:2]1[CH:7]=[CH:6][CH:5]=[CH:4][CH:3]=1.[OH-].[K+]. (2) Given the product [CH2:8]([C@H:5]1[N:4]([CH2:10][C:11]([F:14])([F:13])[F:12])[C:3]2[CH:15]=[CH:16][C:17]([N+:19]([O-:21])=[O:20])=[CH:18][C:2]=2[O:7][CH2:6]1)[CH3:9], predict the reactants needed to synthesize it. The reactants are: F[C:2]1[CH:18]=[C:17]([N+:19]([O-:21])=[O:20])[CH:16]=[CH:15][C:3]=1[N:4]([CH2:10][C:11]([F:14])([F:13])[F:12])[C@H:5]([CH2:8][CH3:9])[CH2:6][OH:7].[H-].[Na+]. (3) Given the product [CH:1]1([CH2:7][C:8]2[NH:12][CH:11]=[C:10]([C:22]([O:24][CH2:25][CH3:26])=[O:23])[C:9]=2[CH3:27])[CH2:2][CH2:3][CH2:4][CH2:5][CH2:6]1, predict the reactants needed to synthesize it. The reactants are: [CH:1]1([CH2:7][C:8]2[N:12](CC3C=CC(OC)=CC=3)[CH:11]=[C:10]([C:22]([O:24][CH2:25][CH3:26])=[O:23])[C:9]=2[CH3:27])[CH2:6][CH2:5][CH2:4][CH2:3][CH2:2]1. (4) Given the product [C:33]1([S:39]([OH:42])(=[O:41])=[O:40])[CH:38]=[CH:37][CH:36]=[CH:35][CH:34]=1.[Cl:1][C:2]1[CH:3]=[C:4]([CH:29]=[CH:30][C:31]=1[Cl:32])[O:5][CH:6]1[CH2:11][CH2:10][N:9]([CH2:12][C@H:13]([OH:28])[CH2:14][NH:15][C:16]([C:18]2[S:22][C:21](=[O:23])[NH:20][C:19]=2[C:24]([F:26])([F:27])[F:25])=[O:17])[CH2:8][CH2:7]1, predict the reactants needed to synthesize it. The reactants are: [Cl:1][C:2]1[CH:3]=[C:4]([CH:29]=[CH:30][C:31]=1[Cl:32])[O:5][CH:6]1[CH2:11][CH2:10][N:9]([CH2:12][C@H:13]([OH:28])[CH2:14][NH:15][C:16]([C:18]2[S:22][C:21](=[O:23])[NH:20][C:19]=2[C:24]([F:27])([F:26])[F:25])=[O:17])[CH2:8][CH2:7]1.[C:33]1([S:39]([OH:42])(=[O:41])=[O:40])[CH:38]=[CH:37][CH:36]=[CH:35][CH:34]=1. (5) Given the product [C:33]([O:37][C:38](=[O:39])[N:40]([C@@H:41]([CH3:42])[C:43]([NH:1][C@@H:2]([C:27]1[CH:32]=[CH:31][CH:30]=[CH:29][CH:28]=1)[C:3]([N:5]1[C@H:10]([C:11](=[O:12])[NH:13][C@H:14]2[C:23]3[C:18](=[CH:19][CH:20]=[CH:21][CH:22]=3)[O:17][CH2:16][CH2:15]2)[CH2:9][N:8]2[CH2:24][CH2:25][CH2:26][C@@H:7]2[CH2:6]1)=[O:4])=[O:44])[CH3:46])([CH3:36])([CH3:34])[CH3:35], predict the reactants needed to synthesize it. The reactants are: [NH2:1][C@@H:2]([C:27]1[CH:32]=[CH:31][CH:30]=[CH:29][CH:28]=1)[C:3]([N:5]1[C@H:10]([C:11]([NH:13][C@H:14]2[C:23]3[C:18](=[CH:19][CH:20]=[CH:21][CH:22]=3)[O:17][CH2:16][CH2:15]2)=[O:12])[CH2:9][N:8]2[CH2:24][CH2:25][CH2:26][C@@H:7]2[CH2:6]1)=[O:4].[C:33]([O:37][C:38]([N:40]([CH3:46])[C@H:41]([C:43](O)=[O:44])[CH3:42])=[O:39])([CH3:36])([CH3:35])[CH3:34].F[P-](F)(F)(F)(F)F.N1(OC(N(C)C)=[N+](C)C)C2N=CC=CC=2N=N1.C(N(CC)C(C)C)(C)C. (6) Given the product [Si:23]([O:22][C@@H:14]1[CH2:15][CH2:16][C@@:17]2([CH3:18])[C@@H:12]([CH2:11][CH2:10][C@@H:9]3[C@@H:19]2[CH2:20][CH2:21][C@@:4]2([CH3:5])[C@H:6]3[CH2:7][CH2:8][C@@H:3]2[C:1]#[C:2][C:41]2[CH:46]=[CH:45][C:44]([CH3:47])=[CH:43][CH:42]=2)[CH2:13]1)([C:36]([CH3:39])([CH3:38])[CH3:37])([C:30]1[CH:31]=[CH:32][CH:33]=[CH:34][CH:35]=1)[C:24]1[CH:29]=[CH:28][CH:27]=[CH:26][CH:25]=1, predict the reactants needed to synthesize it. The reactants are: [C:1]([C@H:3]1[CH2:8][CH2:7][C@H:6]2[C@H:9]3[C@H:19]([CH2:20][CH2:21][C@:4]12[CH3:5])[C@:17]1([CH3:18])[C@H:12]([CH2:13][C@H:14]([O:22][Si:23]([C:36]([CH3:39])([CH3:38])[CH3:37])([C:30]2[CH:35]=[CH:34][CH:33]=[CH:32][CH:31]=2)[C:24]2[CH:29]=[CH:28][CH:27]=[CH:26][CH:25]=2)[CH2:15][CH2:16]1)[CH2:11][CH2:10]3)#[CH:2].I[C:41]1[CH:46]=[CH:45][C:44]([CH3:47])=[CH:43][CH:42]=1.[NH4+].[Cl-].C(OCC)(=O)C.